From a dataset of Catalyst prediction with 721,799 reactions and 888 catalyst types from USPTO. Predict which catalyst facilitates the given reaction. (1) Reactant: [C:1]([NH:5][CH2:6][CH2:7][NH2:8])(=[O:4])[CH:2]=[CH2:3].[ClH:9]. Product: [ClH:9].[C:1]([NH:5][CH2:6][CH2:7][NH2:8])(=[O:4])[CH:2]=[CH2:3]. The catalyst class is: 13. (2) Reactant: C([O:3][C:4]([C:6]1[C:14]2[C:9](=[CH:10][CH:11]=[C:12]([Br:15])[CH:13]=2)[NH:8][N:7]=1)=[O:5])C.[H-].[Na+].[C:18](Cl)([C:31]1[CH:36]=[CH:35][CH:34]=[CH:33][CH:32]=1)([C:25]1[CH:30]=[CH:29][CH:28]=[CH:27][CH:26]=1)[C:19]1[CH:24]=[CH:23][CH:22]=[CH:21][CH:20]=1.[Cl-].[NH4+]. Product: [Br:15][C:12]1[CH:13]=[C:14]2[C:9](=[CH:10][CH:11]=1)[N:8]([C:18]([C:19]1[CH:24]=[CH:23][CH:22]=[CH:21][CH:20]=1)([C:31]1[CH:32]=[CH:33][CH:34]=[CH:35][CH:36]=1)[C:25]1[CH:26]=[CH:27][CH:28]=[CH:29][CH:30]=1)[N:7]=[C:6]2[C:4]([OH:3])=[O:5]. The catalyst class is: 9. (3) The catalyst class is: 12. Product: [ClH:33].[NH:23]1[CH2:22][CH2:21][CH:20]([C:18]2[N:5]3[N:6]=[C:7]4[C:12]([C:11]([N:13]5[CH:17]=[N:16][CH:15]=[N:14]5)=[CH:10][CH:9]=[CH:8]4)=[C:4]3[NH:3][C:2](=[O:1])[CH:19]=2)[CH2:25][CH2:24]1. Reactant: [O:1]=[C:2]1[CH:19]=[C:18]([CH:20]2[CH2:25][CH2:24][N:23](C(OC(C)(C)C)=O)[CH2:22][CH2:21]2)[N:5]2[N:6]=[C:7]3[C:12]([C:11]([N:13]4[CH:17]=[N:16][CH:15]=[N:14]4)=[CH:10][CH:9]=[CH:8]3)=[C:4]2[NH:3]1.[ClH:33]. (4) Reactant: [NH2:1][C:2]1[CH:7]=[CH:6][CH:5]=[CH:4][CH:3]=1.[O-:8][C:9]#[N:10].[K+]. Product: [C:2]1([NH:1][C:9]([NH2:10])=[O:8])[CH:7]=[CH:6][CH:5]=[CH:4][CH:3]=1. The catalyst class is: 33.